This data is from Forward reaction prediction with 1.9M reactions from USPTO patents (1976-2016). The task is: Predict the product of the given reaction. (1) Given the reactants [C:1]1([CH:9]=[CH:10][C:11]2[CH:17]=[CH:16][C:14]([OH:15])=[CH:13][CH:12]=2)[CH:8]=[C:6]([OH:7])[CH:5]=[C:3]([OH:4])[CH:2]=1.O=[C:19]1[O:25][C@H:24]([C@H:26]([CH2:28][OH:29])[OH:27])[C:22]([OH:23])=[C:20]1[OH:21], predict the reaction product. The product is: [CH:12]1[C:11](/[CH:10]=[CH:9]/[C:1]2[CH:8]=[C:6]([O:7][C@@H:19]3[O:25][C@H:24]([CH2:22][OH:23])[C@@H:26]([OH:27])[C@H:28]([OH:29])[C@H:20]3[OH:21])[CH:5]=[C:3]([OH:4])[CH:2]=2)=[CH:17][CH:16]=[C:14]([OH:15])[CH:13]=1.[C:1]1([CH:9]=[CH:10][C:11]2[CH:17]=[CH:16][C:14]([OH:15])=[CH:13][CH:12]=2)[CH:8]=[C:6]([OH:7])[CH:5]=[C:3]([OH:4])[CH:2]=1. (2) Given the reactants [CH3:1][C:2]1[C:8]([N:9]2[CH2:13][CH2:12][CH2:11][CH2:10]2)=[C:7]([CH3:14])[CH:6]=[C:5]([CH3:15])[C:3]=1[NH2:4].C[Al](C)C.[NH2:20][C:21]1[CH:25]=[CH:24][S:23][C:22]=1[C:26](OC)=[O:27].Cl, predict the reaction product. The product is: [NH2:20][C:21]1[CH:25]=[CH:24][S:23][C:22]=1[C:26]([NH:4][C:3]1[C:5]([CH3:15])=[CH:6][C:7]([CH3:14])=[C:8]([N:9]2[CH2:13][CH2:12][CH2:11][CH2:10]2)[C:2]=1[CH3:1])=[O:27].